From a dataset of Reaction yield outcomes from USPTO patents with 853,638 reactions. Predict the reaction yield, written as a fraction of the theoretical maximum amount of product (1.0 means a 100% yield; for example, 0.34 means a 34% yield). (1) The reactants are [F:1][C:2]1[CH:3]=[CH:4][C:5]([CH:8]([OH:15])C2C=CC=CC=2)=[N:6][CH:7]=1.Cl[C:17]1[CH:22]=[CH:21][N+:20]([O-:23])=[CH:19][CH:18]=1. No catalyst specified. The product is [F:1][C:2]1[CH:3]=[CH:4][C:5]([CH2:8][O:15][C:17]2[CH:22]=[CH:21][N+:20]([O-:23])=[CH:19][CH:18]=2)=[N:6][CH:7]=1. The yield is 0.500. (2) The product is [Cl:21][C:22]1[CH:27]=[CH:26][C:25]([O:28][C:29]2[CH:30]=[CH:31][C:32]([CH2:35][CH2:36][NH:16][C:13]3[NH:14][CH:15]=[C:10]([CH2:9][C:6]4[CH:5]=[N:4][C:3]([O:2][CH3:1])=[N:8][CH:7]=4)[C:11](=[O:20])[N:12]=3)=[CH:33][CH:34]=2)=[CH:24][C:23]=1[C:38]([F:39])([F:40])[F:41]. The reactants are [CH3:1][O:2][C:3]1[N:8]=[CH:7][C:6]([CH2:9][C:10]2[C:11](=[O:20])[N:12]=[C:13]([NH:16][N+]([O-])=O)[NH:14][CH:15]=2)=[CH:5][N:4]=1.[Cl:21][C:22]1[CH:27]=[CH:26][C:25]([O:28][C:29]2[CH:34]=[CH:33][C:32]([CH2:35][CH2:36]N)=[CH:31][CH:30]=2)=[CH:24][C:23]=1[C:38]([F:41])([F:40])[F:39]. The yield is 0.356. The catalyst is C(O)C. (3) The reactants are Br[C:2]1[C:10]2[O:9][CH2:8][CH:7]([C:11]3[CH:16]=[CH:15][C:14]([CH:17]([CH3:19])[CH3:18])=[CH:13][CH:12]=3)[C:6]=2[C:5]([CH3:20])=[C:4]([NH:21][C:22](=[O:28])[CH2:23][C:24]([CH3:27])([CH3:26])[CH3:25])[C:3]=1[CH3:29].[N+:30]([C:33]1[CH:34]=[C:35](B(O)O)[CH:36]=[CH:37][CH:38]=1)([O-:32])=[O:31]. No catalyst specified. The product is [N+:30]([C:33]1[CH:38]=[C:37]([C:2]2[C:10]3[O:9][CH2:8][CH:7]([C:11]4[CH:16]=[CH:15][C:14]([CH:17]([CH3:19])[CH3:18])=[CH:13][CH:12]=4)[C:6]=3[C:5]([CH3:20])=[C:4]([NH:21][C:22](=[O:28])[CH2:23][C:24]([CH3:25])([CH3:26])[CH3:27])[C:3]=2[CH3:29])[CH:36]=[CH:35][CH:34]=1)([O-:32])=[O:31]. The yield is 0.590. (4) The reactants are Br[C:2]1[CH:7]=[CH:6][C:5]([Br:8])=[CH:4][N:3]=1.C([Li])CCC.CN(C)[CH:16]=[O:17].[BH4-].[Na+]. The catalyst is O.CO.C1(C)C=CC=CC=1. The product is [Br:8][C:5]1[CH:6]=[CH:7][C:2]([CH2:16][OH:17])=[N:3][CH:4]=1. The yield is 0.592. (5) The product is [NH2:27][C:16]1[CH:15]=[C:14]([N:11]2[CH2:12][CH2:13][N:8]([CH3:7])[CH2:9][CH2:10]2)[CH:26]=[CH:25][C:17]=1[C:18]([O:20][C:21]([CH3:24])([CH3:23])[CH3:22])=[O:19]. The yield is 0.960. The reactants are C1CCCCC=1.[CH3:7][N:8]1[CH2:13][CH2:12][N:11]([C:14]2[CH:26]=[CH:25][C:17]([C:18]([O:20][C:21]([CH3:24])([CH3:23])[CH3:22])=[O:19])=[C:16]([N+:27]([O-])=O)[CH:15]=2)[CH2:10][CH2:9]1. The catalyst is [Pd].C(O)C. (6) The reactants are Cl.Cl[C:3]1[CH:8]=[C:7]([C:9]2[CH:14]=[CH:13][CH:12]=[C:11]([Cl:15])[CH:10]=2)[N:6]=[C:5]2[CH2:16][CH2:17][CH2:18][C:4]=12.[NH2:19][C:20]1[CH:25]=[CH:24][C:23]([CH2:26][C:27]([O:29][CH3:30])=[O:28])=[CH:22][CH:21]=1. No catalyst specified. The product is [Cl:15][C:11]1[CH:10]=[C:9]([C:7]2[N:6]=[C:5]3[CH2:16][CH2:17][CH2:18][C:4]3=[C:3]([NH:19][C:20]3[CH:21]=[CH:22][C:23]([CH2:26][C:27]([O:29][CH3:30])=[O:28])=[CH:24][CH:25]=3)[CH:8]=2)[CH:14]=[CH:13][CH:12]=1. The yield is 0.770. (7) The reactants are CC([O-])(C)C.[K+].[C:7]([CH2:9][C:10]([NH2:12])=[O:11])#[N:8].[CH3:13][C:14](=O)[CH:15]=[CH:16][CH2:17][CH3:18].O=O.Cl. The product is [CH2:17]([C:16]1[CH:15]=[C:14]([CH3:13])[NH:12][C:10](=[O:11])[C:9]=1[C:7]#[N:8])[CH3:18]. The yield is 0.310. The catalyst is CS(C)=O.O.